This data is from Catalyst prediction with 721,799 reactions and 888 catalyst types from USPTO. The task is: Predict which catalyst facilitates the given reaction. (1) Reactant: [NH2:1][C@@H:2]([CH2:62][CH2:63][CH2:64][NH:65][C:66]([NH2:68])=[O:67])[C:3]([NH:5][C:6]1[CH:61]=[CH:60][C:9]([CH2:10][O:11][C:12]2[C:13]3[CH:59]=[CH:58][CH:57]=[CH:56][C:14]=3[C:15]3[C@H:16]([CH2:54][Cl:55])[CH2:17][N:18]([C:21](=[O:53])[CH2:22][CH2:23][CH2:24][CH2:25][CH2:26][O:27][C:28]4[C:29]([O:51][CH3:52])=[CH:30][C:31]5[C:37](=[O:38])[N:36]6[CH2:39][CH2:40][CH2:41][CH:35]6[C@H:34]([OH:42])[N:33]([C:43]([O:45][C:46]([CH3:49])([CH3:48])[CH3:47])=[O:44])[C:32]=5[CH:50]=4)[C:19]=3[CH:20]=2)=[CH:8][CH:7]=1)=[O:4].[CH:69]1[C:81]2[CH:80]([CH2:82][O:83][C:84]([NH:86][C@@H:87]([CH:98]([CH3:100])[CH3:99])[C:88](ON3C(=O)CCC3=O)=[O:89])=[O:85])[C:79]3[C:74](=[CH:75][CH:76]=[CH:77][CH:78]=3)[C:73]=2[CH:72]=[CH:71][CH:70]=1. Product: [CH:78]1[C:79]2[CH:80]([CH2:82][O:83][C:84]([NH:86][C@@H:87]([CH:98]([CH3:100])[CH3:99])[C:88]([NH:1][C@@H:2]([CH2:62][CH2:63][CH2:64][NH:65][C:66]([NH2:68])=[O:67])[C:3]([NH:5][C:6]3[CH:61]=[CH:60][C:9]([CH2:10][O:11][C:12]4[C:13]5[CH:59]=[CH:58][CH:57]=[CH:56][C:14]=5[C:15]5[C@H:16]([CH2:54][Cl:55])[CH2:17][N:18]([C:21](=[O:53])[CH2:22][CH2:23][CH2:24][CH2:25][CH2:26][O:27][C:28]6[C:29]([O:51][CH3:52])=[CH:30][C:31]7[C:37](=[O:38])[N:36]8[CH2:39][CH2:40][CH2:41][CH:35]8[C@H:34]([OH:42])[N:33]([C:43]([O:45][C:46]([CH3:49])([CH3:48])[CH3:47])=[O:44])[C:32]=7[CH:50]=6)[C:19]=5[CH:20]=4)=[CH:8][CH:7]=3)=[O:4])=[O:89])=[O:85])[C:81]3[C:73](=[CH:72][CH:71]=[CH:70][CH:69]=3)[C:74]=2[CH:75]=[CH:76][CH:77]=1. The catalyst class is: 44. (2) Reactant: Br[C:2]1[CH:3]=[C:4]([C:8]([O:10][CH3:11])=[O:9])[S:5][C:6]=1[CH3:7].[CH3:12][N:13]1[C:17](B2OC(C)(C)C(C)(C)O2)=[CH:16][CH:15]=[N:14]1.C([O-])([O-])=O.[K+].[K+]. Product: [CH3:7][C:6]1[S:5][C:4]([C:8]([O:10][CH3:11])=[O:9])=[CH:3][C:2]=1[C:17]1[N:13]([CH3:12])[N:14]=[CH:15][CH:16]=1. The catalyst class is: 760. (3) Reactant: COC(=O)[NH:4][C:5]1[C:10]([F:11])=[C:9]([CH3:12])[CH:8]=[CH:7][C:6]=1[Cl:13].O.[OH-].[Na+]. Product: [Cl:13][C:6]1[CH:7]=[CH:8][C:9]([CH3:12])=[C:10]([F:11])[C:5]=1[NH2:4]. The catalyst class is: 5. (4) Reactant: [C:1]([C:3]1[CH:4]=[C:5]([C:9]2[CH2:13][CH2:12][CH2:11][C:10]=2[C:14]([O:16]C)=[O:15])[CH:6]=[CH:7][CH:8]=1)#[N:2].[OH-].[Li+]. Product: [C:1]([C:3]1[CH:4]=[C:5]([C:9]2[CH2:13][CH2:12][CH2:11][C:10]=2[C:14]([OH:16])=[O:15])[CH:6]=[CH:7][CH:8]=1)#[N:2]. The catalyst class is: 24. (5) Reactant: [CH3:1][OH:2].[H-].[Na+].[Br:5][C:6]1[CH:7]=[C:8]([CH:11]=[C:12]([CH2:14]Br)[CH:13]=1)[C:9]#[N:10]. Product: [Br:5][C:6]1[CH:7]=[C:8]([CH:11]=[C:12]([CH2:14][O:2][CH3:1])[CH:13]=1)[C:9]#[N:10]. The catalyst class is: 3.